This data is from Full USPTO retrosynthesis dataset with 1.9M reactions from patents (1976-2016). The task is: Predict the reactants needed to synthesize the given product. (1) Given the product [C:15]([O:14][C:12]([NH:7][C@H:6]([CH2:10][CH2:9][C:8](=[O:11])[C:21]1[C:20]([F:19])=[CH:25][C:24]([F:26])=[CH:23][C:22]=1[F:27])[C:4]([O:3][CH2:2][CH3:1])=[O:5])=[O:13])([CH3:18])([CH3:17])[CH3:16], predict the reactants needed to synthesize it. The reactants are: [CH3:1][CH2:2][O:3][C:4]([C@H:6]1[CH2:10][CH2:9][C:8](=[O:11])[N:7]1[C:12]([O:14][C:15]([CH3:18])([CH3:17])[CH3:16])=[O:13])=[O:5].[F:19][C:20]1[CH:25]=[C:24]([F:26])[CH:23]=[C:22]([F:27])[C:21]=1[Mg]Br.[Cl-].[NH4+].C(OCC)(=O)C. (2) Given the product [CH3:43][S:39]([C:3]1[CH:4]=[CH:5][C:6]([N:9]([CH2:31][C:32]2[CH:36]=[CH:35][S:34][CH:33]=2)[CH:10]2[CH2:15][CH2:14][N:13]([C@H:16]([CH3:30])[CH2:17][CH2:18][NH:19][C:20]([C:22]3[C:27]([CH3:28])=[N:26][CH:25]=[N:24][C:23]=3[CH3:29])=[O:21])[CH2:12][CH2:11]2)=[CH:7][CH:8]=1)(=[O:41])=[O:38], predict the reactants needed to synthesize it. The reactants are: CS[C:3]1[CH:8]=[CH:7][C:6]([N:9]([CH2:31][C:32]2[CH:36]=[CH:35][S:34][CH:33]=2)[CH:10]2[CH2:15][CH2:14][N:13]([C@H:16]([CH3:30])[CH2:17][CH2:18][NH:19][C:20]([C:22]3[C:23]([CH3:29])=[N:24][CH:25]=[N:26][C:27]=3[CH3:28])=[O:21])[CH2:12][CH2:11]2)=[CH:5][CH:4]=1.O[O:38][S:39]([O-:41])=O.[K+].[CH3:43]O. (3) Given the product [C:30]([CH2:29][NH:28][C:6](=[O:14])[C:7]1[CH:8]=[CH:9][N:10]=[CH:11][CH:12]=1)(=[O:31])[NH2:32], predict the reactants needed to synthesize it. The reactants are: CN(C=O)C.[C:6]([OH:14])(=O)[C:7]1[CH:12]=[CH:11][N:10]=[CH:9][CH:8]=1.C(C1NC=CN=1)(C1NC=CN=1)=O.Cl.[NH2:28][CH2:29][C:30]([NH2:32])=[O:31]. (4) Given the product [S:10]=[C:24]1[C@H:30]([NH:31][C:32](=[O:41])[O:33][CH2:34][C:35]2[CH:40]=[CH:39][CH:38]=[CH:37][CH:36]=2)[CH2:29][CH2:28][C:27]2[CH:42]=[CH:43][CH:44]=[CH:45][C:26]=2[NH:25]1, predict the reactants needed to synthesize it. The reactants are: COC1C=CC(P2(SP(C3C=CC(OC)=CC=3)(=S)S2)=[S:10])=CC=1.O=[C:24]1[C@H:30]([NH:31][C:32](=[O:41])[O:33][CH2:34][C:35]2[CH:40]=[CH:39][CH:38]=[CH:37][CH:36]=2)[CH2:29][CH2:28][C:27]2[CH:42]=[CH:43][CH:44]=[CH:45][C:26]=2[NH:25]1.CCOCC. (5) The reactants are: [C:1]([O:5][C:6]([N:8]1[C:16]2[C:11](=[CH:12][CH:13]=[C:14](O)[CH:15]=2)[CH:10]=[C:9]1[C:18]1[C:19]2[S:32][C:31]([CH2:33][OH:34])=[CH:30][C:20]=2[N:21]([C:23]([O:25][C:26]([CH3:29])([CH3:28])[CH3:27])=[O:24])[N:22]=1)=[O:7])([CH3:4])([CH3:3])[CH3:2].[C:35](=[O:38])([O-])[O-].[Cs+].[Cs+].[Br:41][CH2:42][CH2:43]CBr. Given the product [C:1]([O:5][C:6]([N:8]1[C:16]2[C:11](=[CH:12][CH:13]=[CH:14][CH:15]=2)[C:10]([O:38][CH2:35][CH2:43][CH2:42][Br:41])=[C:9]1[C:18]1[C:19]2[S:32][C:31]([CH2:33][OH:34])=[CH:30][C:20]=2[N:21]([C:23]([O:25][C:26]([CH3:29])([CH3:27])[CH3:28])=[O:24])[N:22]=1)=[O:7])([CH3:4])([CH3:3])[CH3:2], predict the reactants needed to synthesize it. (6) Given the product [O:15]1[CH:16]=[CH:17][CH:18]=[C:14]1[C:11]1[O:12][CH:13]=[C:9]([CH2:8][O:7][C:6]2[CH:19]=[CH:20][C:3]([CH2:2][O:23][C:24]3[C:28]([CH:29]=[O:30])=[CH:27][N:26]([C:31]4[CH:32]=[CH:33][CH:34]=[CH:35][CH:36]=4)[N:25]=3)=[CH:4][C:5]=2[O:21][CH3:22])[N:10]=1, predict the reactants needed to synthesize it. The reactants are: Cl[CH2:2][C:3]1[CH:20]=[CH:19][C:6]([O:7][CH2:8][C:9]2[N:10]=[C:11]([C:14]3[O:15][CH:16]=[CH:17][CH:18]=3)[O:12][CH:13]=2)=[C:5]([O:21][CH3:22])[CH:4]=1.[OH:23][C:24]1[C:28]([CH:29]=[O:30])=[CH:27][N:26]([C:31]2[CH:36]=[CH:35][CH:34]=[CH:33][CH:32]=2)[N:25]=1.CN(C)C=O.[H-].[Na+]. (7) Given the product [CH2:10]([O:9][N:8]=[C:3]([C:1]#[N:2])[C:4]([O:6][CH3:7])=[O:5])[CH2:11][CH2:12][CH3:13], predict the reactants needed to synthesize it. The reactants are: [C:1]([C:3](=[N:8][OH:9])[C:4]([O:6][CH3:7])=[O:5])#[N:2].[CH2:10](Br)[CH2:11][CH2:12][CH3:13].C(=O)([O-])[O-].[K+].[K+].CN(C=O)C.